From a dataset of Full USPTO retrosynthesis dataset with 1.9M reactions from patents (1976-2016). Predict the reactants needed to synthesize the given product. The reactants are: C1(C)C=CC(S(O)(=O)=O)=CC=1.[CH2:12]([O:16][C:17]1[CH:29]=[CH:28][C:27]2[C:26]3[C:21](=[C:22]([F:34])[C:23]([CH:30](O)[CH2:31][CH3:32])=[CH:24][CH:25]=3)[CH2:20][C:19]=2[C:18]=1[F:35])[CH2:13][CH2:14][CH3:15].O. Given the product [CH2:12]([O:16][C:17]1[CH:29]=[CH:28][C:27]2[C:26]3[C:21](=[C:22]([F:34])[C:23]([CH2:30][CH2:31][CH3:32])=[CH:24][CH:25]=3)[CH2:20][C:19]=2[C:18]=1[F:35])[CH2:13][CH2:14][CH3:15], predict the reactants needed to synthesize it.